The task is: Predict the reaction yield, written as a fraction of the theoretical maximum amount of product (1.0 means a 100% yield; for example, 0.34 means a 34% yield).. This data is from Reaction yield outcomes from USPTO patents with 853,638 reactions. The reactants are [CH2:1]([O:8][C:9]([NH:11][C:12]([CH2:22][OH:23])([CH2:18][CH2:19][CH:20]=[CH2:21])[C:13]([O:15][CH2:16][CH3:17])=[O:14])=[O:10])[C:2]1[CH:7]=[CH:6][CH:5]=[CH:4][CH:3]=1.CO[C:26](OC)([CH3:28])[CH3:27].C1(C)C=CC(S(O)(=O)=O)=CC=1. The catalyst is C1(C)C=CC=CC=1. The product is [CH2:18]([C:12]1([C:13]([O:15][CH2:16][CH3:17])=[O:14])[CH2:22][O:23][C:26]([CH3:28])([CH3:27])[N:11]1[C:9]([O:8][CH2:1][C:2]1[CH:3]=[CH:4][CH:5]=[CH:6][CH:7]=1)=[O:10])[CH2:19][CH:20]=[CH2:21]. The yield is 0.570.